The task is: Predict the reaction yield, written as a fraction of the theoretical maximum amount of product (1.0 means a 100% yield; for example, 0.34 means a 34% yield).. This data is from Reaction yield outcomes from USPTO patents with 853,638 reactions. The reactants are C([O:5][C:6](=[O:37])[C:7]([CH3:36])([S:9][C:10]1[CH:35]=[CH:34][C:13]([C:14]([O:16][CH2:17][C:18]2[N:22]([CH2:23][CH2:24][CH3:25])[N:21]=[C:20]([CH2:26][C:27]3[CH:32]=[CH:31][C:30]([CH3:33])=[CH:29][CH:28]=3)[CH:19]=2)=[O:15])=[CH:12][CH:11]=1)[CH3:8])(C)(C)C.O1CCOCC1. The catalyst is CO. The product is [CH3:8][C:7]([S:9][C:10]1[CH:11]=[CH:12][C:13]([C:14]([O:16][CH2:17][C:18]2[N:22]([CH2:23][CH2:24][CH3:25])[N:21]=[C:20]([CH2:26][C:27]3[CH:32]=[CH:31][C:30]([CH3:33])=[CH:29][CH:28]=3)[CH:19]=2)=[O:15])=[CH:34][CH:35]=1)([CH3:36])[C:6]([OH:37])=[O:5]. The yield is 0.770.